From a dataset of Forward reaction prediction with 1.9M reactions from USPTO patents (1976-2016). Predict the product of the given reaction. (1) Given the reactants [CH:1]([C:4]1[CH:11]=[CH:10][C:7]([CH:8]=O)=[CH:6][CH:5]=1)([CH3:3])[CH3:2].[CH:12]([C:15]1[CH:21]=[CH:20][C:18]([NH2:19])=[CH:17][CH:16]=1)([CH3:14])[CH3:13], predict the reaction product. The product is: [CH:1]([C:4]1[CH:11]=[CH:10][C:7]([CH2:8][NH:19][C:18]2[CH:20]=[CH:21][C:15]([CH:12]([CH3:14])[CH3:13])=[CH:16][CH:17]=2)=[CH:6][CH:5]=1)([CH3:3])[CH3:2]. (2) Given the reactants [CH3:1][C@:2]12[CH2:15][CH2:14][C:13](=[O:16])[CH:12]=[C:11]1[NH:10][CH2:9][C@@H:8]1[C@@H:3]2[CH2:4][CH2:5][C@:6]2([CH3:26])[C:19]([C:20]3[CH:21]=[N:22][CH:23]=[CH:24][CH:25]=3)=[CH:18][CH2:17][C@H:7]21.[CH3:27][O:28]C1C=C(B(OCC)OCC)C=NC=1, predict the reaction product. The product is: [CH3:27][O:28][C:24]1[CH:25]=[C:20]([C:19]2[C@:6]3([CH3:26])[C@H:7]([C@H:8]4[C@H:3]([CH2:4][CH2:5]3)[C@:2]3([CH3:1])[C:11](=[CH:12][C:13](=[O:16])[CH2:14][CH2:15]3)[NH:10][CH2:9]4)[CH2:17][CH:18]=2)[CH:21]=[N:22][CH:23]=1. (3) Given the reactants [CH3:1][C:2]([C:4]1[CH:9]=[CH:8][C:7]([O:10][CH3:11])=[CH:6][C:5]=1F)=O.O.O.[NH2:15][NH2:16], predict the reaction product. The product is: [CH3:11][O:10][C:7]1[CH:6]=[C:5]2[C:4]([C:2]([CH3:1])=[N:15][NH:16]2)=[CH:9][CH:8]=1.